This data is from Peptide-MHC class II binding affinity with 134,281 pairs from IEDB. The task is: Regression. Given a peptide amino acid sequence and an MHC pseudo amino acid sequence, predict their binding affinity value. This is MHC class II binding data. (1) The peptide sequence is EAVRHFPRPWLHGL. The MHC is HLA-DQA10401-DQB10402 with pseudo-sequence HLA-DQA10401-DQB10402. The binding affinity (normalized) is 0.00668. (2) The peptide sequence is EAGKATTEEQKLIED. The MHC is DRB1_1001 with pseudo-sequence DRB1_1001. The binding affinity (normalized) is 0.369. (3) The peptide sequence is KLIGGIGGFVKVRQYDQILI. The binding affinity (normalized) is 0.247. The MHC is HLA-DQA10401-DQB10402 with pseudo-sequence HLA-DQA10401-DQB10402. (4) The peptide sequence is KGNFQRLAITKGKVD. The MHC is HLA-DQA10501-DQB10301 with pseudo-sequence HLA-DQA10501-DQB10301. The binding affinity (normalized) is 0.372. (5) The MHC is HLA-DQA10501-DQB10201 with pseudo-sequence HLA-DQA10501-DQB10201. The binding affinity (normalized) is 0. The peptide sequence is PEQPKQPYPEQ. (6) The peptide sequence is CFHEFLSSKLNKFVS. The MHC is DRB5_0101 with pseudo-sequence DRB5_0101. The binding affinity (normalized) is 0.805. (7) The peptide sequence is APYHFDLSGHAFGSMAKKGE. The MHC is H-2-IAd with pseudo-sequence H-2-IAd. The binding affinity (normalized) is 0.164. (8) The peptide sequence is SGRVTRDSRRLRRIC. The MHC is DRB1_1501 with pseudo-sequence DRB1_1501. The binding affinity (normalized) is 0.871. (9) The peptide sequence is LSSNDLAKYKANWIE. The MHC is HLA-DQA10102-DQB10502 with pseudo-sequence HLA-DQA10102-DQB10502. The binding affinity (normalized) is 0.193.